From a dataset of Forward reaction prediction with 1.9M reactions from USPTO patents (1976-2016). Predict the product of the given reaction. (1) Given the reactants Br[C:2]1[CH:7]=[CH:6][C:5]([CH:8]([CH3:15])[CH2:9][NH:10][S:11]([CH3:14])(=[O:13])=[O:12])=[CH:4][CH:3]=1.[CH3:16][C:17]1[CH:22]=[CH:21][CH:20]=[CH:19][C:18]=1B(O)O, predict the reaction product. The product is: [CH3:16][C:17]1[CH:22]=[CH:21][CH:20]=[CH:19][C:18]=1[C:2]1[CH:7]=[CH:6][C:5]([CH:8]([CH3:15])[CH2:9][NH:10][S:11]([CH3:14])(=[O:13])=[O:12])=[CH:4][CH:3]=1. (2) The product is: [Si:72]([O:71][CH2:70][C@H:67]1[N:66]([C:79]([O:81][C:82]([CH3:83])([CH3:84])[CH3:85])=[O:80])[CH2:65][C@@H:64]([CH2:63][CH2:62][C:61]2[C:56]([NH:55][C:20](=[O:22])[C@H:6]([CH:7]([C:14]3[CH:19]=[CH:18][CH:17]=[CH:16][CH:15]=3)[C:8]3[CH:13]=[CH:12][CH:11]=[CH:10][CH:9]=3)[NH:5][C:3]([O:2][CH3:1])=[O:4])=[N:57][CH:58]=[CH:59][CH:60]=2)[O:69][CH2:68]1)([C:75]([CH3:76])([CH3:77])[CH3:78])([CH3:73])[CH3:74]. Given the reactants [CH3:1][O:2][C:3]([NH:5][C@H:6]([C:20]([OH:22])=O)[CH:7]([C:14]1[CH:19]=[CH:18][CH:17]=[CH:16][CH:15]=1)[C:8]1[CH:13]=[CH:12][CH:11]=[CH:10][CH:9]=1)=[O:4].CN(C(ON1N=NC2C=CC=NC1=2)=[N+](C)C)C.F[P-](F)(F)(F)(F)F.N1C(C)=CC=CC=1C.[NH2:55][C:56]1[C:61]([CH2:62][CH2:63][C@H:64]2[O:69][CH2:68][C@@H:67]([CH2:70][O:71][Si:72]([C:75]([CH3:78])([CH3:77])[CH3:76])([CH3:74])[CH3:73])[N:66]([C:79]([O:81][C:82]([CH3:85])([CH3:84])[CH3:83])=[O:80])[CH2:65]2)=[CH:60][CH:59]=[CH:58][N:57]=1, predict the reaction product. (3) Given the reactants Br[C:2]1[CH:7]=[CH:6][C:5]([C:8]([CH3:12])([CH3:11])[C:9]#[N:10])=[CH:4][CH:3]=1.[CH3:13][C:14]1([CH3:30])[C:18]([CH3:20])([CH3:19])[O:17][B:16]([B:16]2[O:17][C:18]([CH3:20])([CH3:19])[C:14]([CH3:30])([CH3:13])[O:15]2)[O:15]1.C([O-])(=O)C.[K+], predict the reaction product. The product is: [CH3:11][C:8]([C:5]1[CH:6]=[CH:7][C:2]([B:16]2[O:17][C:18]([CH3:20])([CH3:19])[C:14]([CH3:30])([CH3:13])[O:15]2)=[CH:3][CH:4]=1)([CH3:12])[C:9]#[N:10]. (4) Given the reactants [C:1]([O:8][CH3:9])(=[O:7])/[CH:2]=[CH:3]/[C:4]([OH:6])=[O:5].Cl[CH2:11][C:12]([N:14]([CH2:17][CH3:18])[CH2:15][CH3:16])=[O:13], predict the reaction product. The product is: [C:4]([O:6][CH2:11][C:12](=[O:13])[N:14]([CH2:17][CH3:18])[CH2:15][CH3:16])(=[O:5])/[CH:3]=[CH:2]/[C:1]([O:8][CH3:9])=[O:7].